This data is from Forward reaction prediction with 1.9M reactions from USPTO patents (1976-2016). The task is: Predict the product of the given reaction. (1) Given the reactants C1(P(C2CCCCC2)C2C=CC=CC=2C2C=CC=CC=2N(C)C)CCCCC1.CC(C)([O-])C.[Na+].[F:35][C:36]([F:72])([F:71])[C:37]1[CH:38]=[C:39]([CH:64]=[C:65]([C:67]([F:70])([F:69])[F:68])[CH:66]=1)[CH2:40][N:41]([C:58]1[N:59]=[N:60][N:61]([CH3:63])[N:62]=1)[C@H:42]1[CH2:48][CH2:47][CH2:46][NH:45][C:44]2[CH:49]=[C:50]([C:54]([F:57])([F:56])[F:55])[C:51]([CH3:53])=[CH:52][C:43]1=2.[CH3:73][O:74][C:75](=[O:83])[C:76]1[CH:81]=[CH:80][C:79](I)=[CH:78][CH:77]=1, predict the reaction product. The product is: [CH3:73][O:74][C:75](=[O:83])[C:76]1[CH:81]=[CH:80][C:79]([N:45]2[CH2:46][CH2:47][CH2:48][C@H:42]([N:41]([CH2:40][C:39]3[CH:64]=[C:65]([C:67]([F:70])([F:68])[F:69])[CH:66]=[C:37]([C:36]([F:71])([F:35])[F:72])[CH:38]=3)[C:58]3[N:59]=[N:60][N:61]([CH3:63])[N:62]=3)[C:43]3[CH:52]=[C:51]([CH3:53])[C:50]([C:54]([F:55])([F:56])[F:57])=[CH:49][C:44]2=3)=[CH:78][CH:77]=1. (2) Given the reactants [ClH:1].[CH:2]1([C:5]([C:7]2[CH:12]=[CH:11][C:10]([CH2:13][CH:14]([C:20]([O:22][CH2:23][CH3:24])=[O:21])[C:15]([O:17][CH2:18][CH3:19])=[O:16])=[CH:9][CH:8]=2)=[O:6])[CH2:4][CH2:3]1, predict the reaction product. The product is: [Cl:1][CH2:4][CH2:3][CH2:2][C:5]([C:7]1[CH:12]=[CH:11][C:10]([CH2:13][CH:14]([C:20]([O:22][CH2:23][CH3:24])=[O:21])[C:15]([O:17][CH2:18][CH3:19])=[O:16])=[CH:9][CH:8]=1)=[O:6]. (3) Given the reactants C(OC([N:8]1[CH2:15][CH:14]2[CH:10]([CH2:11][N:12]([CH2:16][C:17]3[S:18][C:19]4[C:24]([N:25]5[CH2:30][CH2:29][O:28][CH2:27][CH2:26]5)=[N:23][C:22]([Cl:31])=[N:21][C:20]=4[N:32]=3)[CH2:13]2)[CH2:9]1)=O)(C)(C)C.N1(C2CCNCC2)C[CH2:35][CH2:34]1, predict the reaction product. The product is: [N:8]1([CH:9]2[CH2:10][CH2:11][N:12]([CH2:16][C:17]3[S:18][C:19]4[C:24]([N:25]5[CH2:26][CH2:27][O:28][CH2:29][CH2:30]5)=[N:23][C:22]([Cl:31])=[N:21][C:20]=4[N:32]=3)[CH2:35][CH2:34]2)[CH2:15][CH2:14][CH2:13]1. (4) Given the reactants Cl[C:2]1[CH2:6][C@H:5]([CH:7]2[CH2:11][CH2:10][CH2:9][CH2:8]2)[N:4]([C:12]2[CH:19]=[CH:18][C:15]([C:16]#[N:17])=[C:14]([CH3:20])[N:13]=2)[N:3]=1.[CH2:21]([S:23]([C:26]1[CH:31]=[CH:30][C:29](B(O)O)=[CH:28][CH:27]=1)(=[O:25])=[O:24])[CH3:22], predict the reaction product. The product is: [CH:7]1([C@@H:5]2[N:4]([C:12]3[CH:19]=[CH:18][C:15]([C:16]#[N:17])=[C:14]([CH3:20])[N:13]=3)[N:3]=[C:2]([C:29]3[CH:28]=[CH:27][C:26]([S:23]([CH2:21][CH3:22])(=[O:25])=[O:24])=[CH:31][CH:30]=3)[CH2:6]2)[CH2:11][CH2:10][CH2:9][CH2:8]1. (5) Given the reactants [NH2:1][C:2]1[C:6]2[C:7](=[O:19])[N:8]([C:12]3[CH:17]=[CH:16][CH:15]=[CH:14][C:13]=3[Cl:18])[CH:9]=[C:10](Br)[C:5]=2[NH:4][N:3]=1.CC1(C)C(C)(C)OB(B2OC(C)(C)C(C)(C)O2)O1.C([O-])(=O)C.[K+].Br[C:44]1[N:45]=[CH:46][S:47][CH:48]=1.C(=O)([O-])[O-].[Na+].[Na+], predict the reaction product. The product is: [NH2:1][C:2]1[C:6]2[C:7](=[O:19])[N:8]([C:12]3[CH:17]=[CH:16][CH:15]=[CH:14][C:13]=3[Cl:18])[CH:9]=[C:10]([C:44]3[N:45]=[CH:46][S:47][CH:48]=3)[C:5]=2[NH:4][N:3]=1. (6) Given the reactants C([Li])CCC.[CH2:6]([C:8]1[CH:13]=[CH:12][CH:11]=[CH:10][N:9]=1)[CH3:7].[CH:14](=[O:21])[C:15]1[CH:20]=[CH:19][CH:18]=[CH:17][CH:16]=1, predict the reaction product. The product is: [C:15]1([CH:14]([OH:21])[CH:6]([C:8]2[CH:13]=[CH:12][CH:11]=[CH:10][N:9]=2)[CH3:7])[CH:20]=[CH:19][CH:18]=[CH:17][CH:16]=1. (7) Given the reactants Cl.[CH3:2][C:3]1[CH:8]=[C:7]([C:9](O)=[O:10])[CH:6]=[C:5]([CH3:12])[N:4]=1.C(Cl)CCl.C1C=CC2N(O)N=NC=2C=1.C(N(C(C)C)C(C)C)C.Cl.Cl.[CH2:38]([O:40][C:41]([O:55][CH2:56][CH3:57])([C:44]1[CH:49]=[C:48]([CH3:50])[N:47]=[C:46]([CH2:51][CH:52]([CH3:54])[CH3:53])[CH:45]=1)[CH2:42][NH2:43])[CH3:39], predict the reaction product. The product is: [CH2:56]([O:55][C:41]([O:40][CH2:38][CH3:39])([C:44]1[CH:49]=[C:48]([CH3:50])[N:47]=[C:46]([CH2:51][CH:52]([CH3:53])[CH3:54])[CH:45]=1)[CH2:42][NH:43][C:9](=[O:10])[C:7]1[CH:6]=[C:5]([CH3:12])[N:4]=[C:3]([CH3:2])[CH:8]=1)[CH3:57].